From a dataset of NCI-60 drug combinations with 297,098 pairs across 59 cell lines. Regression. Given two drug SMILES strings and cell line genomic features, predict the synergy score measuring deviation from expected non-interaction effect. (1) Drug 1: CC1=C(C=C(C=C1)NC2=NC=CC(=N2)N(C)C3=CC4=NN(C(=C4C=C3)C)C)S(=O)(=O)N.Cl. Drug 2: CC1CCC2CC(C(=CC=CC=CC(CC(C(=O)C(C(C(=CC(C(=O)CC(OC(=O)C3CCCCN3C(=O)C(=O)C1(O2)O)C(C)CC4CCC(C(C4)OC)O)C)C)O)OC)C)C)C)OC. Cell line: 786-0. Synergy scores: CSS=36.7, Synergy_ZIP=1.84, Synergy_Bliss=2.41, Synergy_Loewe=-11.1, Synergy_HSA=3.16. (2) Drug 2: N.N.Cl[Pt+2]Cl. Synergy scores: CSS=-0.424, Synergy_ZIP=0.818, Synergy_Bliss=0.130, Synergy_Loewe=-4.97, Synergy_HSA=-4.07. Cell line: RXF 393. Drug 1: CC1=CC2C(CCC3(C2CCC3(C(=O)C)OC(=O)C)C)C4(C1=CC(=O)CC4)C. (3) Drug 1: C1=CN(C=N1)CC(O)(P(=O)(O)O)P(=O)(O)O. Drug 2: C(CCl)NC(=O)N(CCCl)N=O. Cell line: NCI-H226. Synergy scores: CSS=0.168, Synergy_ZIP=2.25, Synergy_Bliss=2.98, Synergy_Loewe=0.462, Synergy_HSA=-0.418. (4) Drug 1: CCC1(CC2CC(C3=C(CCN(C2)C1)C4=CC=CC=C4N3)(C5=C(C=C6C(=C5)C78CCN9C7C(C=CC9)(C(C(C8N6C=O)(C(=O)OC)O)OC(=O)C)CC)OC)C(=O)OC)O.OS(=O)(=O)O. Drug 2: CCN(CC)CCNC(=O)C1=C(NC(=C1C)C=C2C3=C(C=CC(=C3)F)NC2=O)C. Cell line: SN12C. Synergy scores: CSS=16.7, Synergy_ZIP=1.98, Synergy_Bliss=3.88, Synergy_Loewe=5.95, Synergy_HSA=7.01. (5) Drug 1: CC1=C2C(C(=O)C3(C(CC4C(C3C(C(C2(C)C)(CC1OC(=O)C(C(C5=CC=CC=C5)NC(=O)OC(C)(C)C)O)O)OC(=O)C6=CC=CC=C6)(CO4)OC(=O)C)OC)C)OC. Drug 2: CCC1(CC2CC(C3=C(CCN(C2)C1)C4=CC=CC=C4N3)(C5=C(C=C6C(=C5)C78CCN9C7C(C=CC9)(C(C(C8N6C=O)(C(=O)OC)O)OC(=O)C)CC)OC)C(=O)OC)O.OS(=O)(=O)O. Cell line: SF-295. Synergy scores: CSS=53.9, Synergy_ZIP=4.43, Synergy_Bliss=4.06, Synergy_Loewe=1.50, Synergy_HSA=6.44.